From a dataset of Full USPTO retrosynthesis dataset with 1.9M reactions from patents (1976-2016). Predict the reactants needed to synthesize the given product. (1) Given the product [CH3:1][NH:2][C:3](=[O:19])[CH2:4][N:5]([CH3:18])[C:6]1[C:14]2[C:9](=[CH:10][CH:11]=[C:12]([NH2:15])[CH:13]=2)[NH:8][N:7]=1, predict the reactants needed to synthesize it. The reactants are: [CH3:1][NH:2][C:3](=[O:19])[CH2:4][N:5]([CH3:18])[C:6]1[C:14]2[C:9](=[CH:10][CH:11]=[C:12]([N+:15]([O-])=O)[CH:13]=2)[NH:8][N:7]=1.[NH4+].[Cl-].C(=O)(O)[O-].[Na+]. (2) Given the product [S:3]1[CH:4]=[N:5][N:6]=[C:2]1[NH:1][CH2:38][C:35]1[CH:36]=[N:37][CH:32]=[CH:33][CH:34]=1, predict the reactants needed to synthesize it. The reactants are: [NH2:1][C:2]1[S:3][CH:4]=[N:5][N:6]=1.C(=O)([O-])[O-].[K+].[K+].C1OCCOCCOCCOCCOCCOC1.Cl[C:32]1[N:37]=[CH:36][C:35]([CH2:38]Cl)=[CH:34][CH:33]=1.